This data is from Forward reaction prediction with 1.9M reactions from USPTO patents (1976-2016). The task is: Predict the product of the given reaction. Given the reactants [NH2:1][C:2]1[C:7]([CH3:8])=[CH:6][C:5]([Br:9])=[CH:4][C:3]=1[C:10]([C:12]1[CH:17]=[CH:16][CH:15]=[CH:14][CH:13]=1)=[O:11].Cl[C:19](=[O:25])[CH2:20][C:21]([O:23][CH3:24])=[O:22], predict the reaction product. The product is: [CH3:24][O:23][C:21](=[O:22])[CH2:20][C:19]([NH:1][C:2]1[C:7]([CH3:8])=[CH:6][C:5]([Br:9])=[CH:4][C:3]=1[C:10](=[O:11])[C:12]1[CH:17]=[CH:16][CH:15]=[CH:14][CH:13]=1)=[O:25].